From a dataset of Forward reaction prediction with 1.9M reactions from USPTO patents (1976-2016). Predict the product of the given reaction. (1) Given the reactants [Br:1]N1C(=O)CCC1=O.[NH2:9][C:10]1[CH:11]=[CH:12][C:13]([C:16]([O:18][CH3:19])=[O:17])=[N:14][CH:15]=1, predict the reaction product. The product is: [NH2:9][C:10]1[C:11]([Br:1])=[CH:12][C:13]([C:16]([O:18][CH3:19])=[O:17])=[N:14][CH:15]=1. (2) Given the reactants C[O:2][C:3](=[O:12])[C:4]1[CH:9]=[CH:8][CH:7]=[CH:6][C:5]=1CN.[CH3:13][N:14]1[CH:18]=[CH:17][N:16]=[C:15]1[CH:19]=O.[C:21]([BH3-])#[N:22].[Na+].[C:25](O)(=O)[CH3:26], predict the reaction product. The product is: [CH3:13][N:14]1[CH:18]=[CH:17][N:16]=[C:15]1[CH2:19][N:22]([CH2:21][C:7]1[CH:6]=[CH:5][C:4]([C:3]([OH:2])=[O:12])=[CH:9][CH:8]=1)[CH2:19][C:15]1[N:14]([CH3:13])[CH:25]=[CH:26][N:16]=1. (3) Given the reactants C[Al](C)C.[CH3:5][NH:6][CH2:7][CH2:8][C:9]1[CH:14]=[CH:13][CH:12]=[CH:11][CH:10]=1.[C:15]([C:17]1[C:22]2[N:23]=[C:24]([C:26]([O:28]CC)=O)[O:25][C:21]=2[C:20]([F:31])=[C:19]([C:32]2[CH:37]=[CH:36][CH:35]=[CH:34][CH:33]=2)[C:18]=1[CH3:38])#[N:16].Cl, predict the reaction product. The product is: [C:15]([C:17]1[C:22]2[N:23]=[C:24]([C:26]([N:6]([CH3:5])[CH2:7][CH2:8][C:9]3[CH:14]=[CH:13][CH:12]=[CH:11][CH:10]=3)=[O:28])[O:25][C:21]=2[C:20]([F:31])=[C:19]([C:32]2[CH:37]=[CH:36][CH:35]=[CH:34][CH:33]=2)[C:18]=1[CH3:38])#[N:16]. (4) Given the reactants Cl[C:2]1[N:3]=[N:4][CH:5]=[C:6]([Cl:9])[C:7]=1[NH2:8].[CH2:10]([NH2:13])[CH2:11][CH3:12], predict the reaction product. The product is: [Cl:9][C:6]1[C:7]([NH2:8])=[C:2]([NH:13][CH2:10][CH2:11][CH3:12])[N:3]=[N:4][CH:5]=1. (5) Given the reactants [NH2:1][C:2]1[CH:23]=[CH:22][C:5]([O:6][C:7]2[CH:8]=[CH:9][C:10]3[N:11]([CH:13]=[C:14]([NH:16][C:17]([CH:19]4[CH2:21][CH2:20]4)=[O:18])[N:15]=3)[CH:12]=2)=[C:4]([F:24])[CH:3]=1.[F:25][C:26]1[CH:31]=[CH:30][C:29]([C:32]2[C:33]([CH3:42])=[CH:34][CH:35]=[C:36]([C:39](O)=[O:40])[N+:37]=2[O-:38])=[CH:28][CH:27]=1.CN(C(ON1N=NC2C=CC=NC1=2)=[N+](C)C)C.F[P-](F)(F)(F)(F)F.C(N(CC)C(C)C)(C)C.C(=O)([O-])O.[Na+], predict the reaction product. The product is: [CH:19]1([C:17]([NH:16][C:14]2[N:15]=[C:10]3[CH:9]=[CH:8][C:7]([O:6][C:5]4[CH:22]=[CH:23][C:2]([NH:1][C:39]([C:36]5[N+:37]([O-:38])=[C:32]([C:29]6[CH:30]=[CH:31][C:26]([F:25])=[CH:27][CH:28]=6)[C:33]([CH3:42])=[CH:34][CH:35]=5)=[O:40])=[CH:3][C:4]=4[F:24])=[CH:12][N:11]3[CH:13]=2)=[O:18])[CH2:21][CH2:20]1. (6) Given the reactants [Br:1][C:2]1[CH:7]=[C:6]([Cl:8])[CH:5]=[CH:4][C:3]=1[CH:9]1[CH2:14][CH:13]([S:15]([C:18]2[CH:23]=[CH:22][CH:21]=[C:20]([C:24]([F:27])([F:26])[F:25])[CH:19]=2)(=[O:17])=[O:16])[CH2:12][CH2:11][O:10]1.[CH3:28]C([O-])(C)C.[K+].C1OCCOCCOCCOCCOCCOC1.CI, predict the reaction product. The product is: [Br:1][C:2]1[CH:7]=[C:6]([Cl:8])[CH:5]=[CH:4][C:3]=1[CH:9]1[CH2:14][C:13]([CH3:28])([S:15]([C:18]2[CH:23]=[CH:22][CH:21]=[C:20]([C:24]([F:26])([F:27])[F:25])[CH:19]=2)(=[O:16])=[O:17])[CH2:12][CH2:11][O:10]1. (7) Given the reactants [CH2:1]([N:3]1[CH2:8][CH2:7][CH:6]([C:9]2[C:10]([F:18])=[C:11]([CH:15]=[CH:16][CH:17]=2)[C:12]([NH2:14])=O)[CH2:5][CH2:4]1)[CH3:2].C(=O)([O-])[O-].[Na+].[Na+].C(OCC)(=O)C, predict the reaction product. The product is: [CH2:1]([N:3]1[CH2:4][CH2:5][CH:6]([C:9]2[C:10]([F:18])=[C:11]([CH:15]=[CH:16][CH:17]=2)[C:12]#[N:14])[CH2:7][CH2:8]1)[CH3:2].